This data is from Reaction yield outcomes from USPTO patents with 853,638 reactions. The task is: Predict the reaction yield, written as a fraction of the theoretical maximum amount of product (1.0 means a 100% yield; for example, 0.34 means a 34% yield). (1) The reactants are [CH2:1]=[C:2]([CH2:6][C:7]1[CH:12]=[CH:11][CH:10]=[CH:9][CH:8]=1)[C:3]([OH:5])=[O:4].C(=O)([O-])[O-].[K+].[K+].[CH2:19](Br)[C:20]1[CH:25]=[CH:24][CH:23]=[CH:22][CH:21]=1.C(OCC)(=O)C. The catalyst is CN(C)C=O. The product is [CH2:1]=[C:2]([CH2:6][C:7]1[CH:12]=[CH:11][CH:10]=[CH:9][CH:8]=1)[C:3]([O:5][CH2:19][C:20]1[CH:25]=[CH:24][CH:23]=[CH:22][CH:21]=1)=[O:4]. The yield is 0.600. (2) The catalyst is CO.O. The product is [F:25][C:22]([F:23])([F:24])[C:19]1[CH:18]=[CH:17][C:16]([S:13]([NH:12][CH2:11][C@H:8]2[CH2:7][CH2:6][C@H:5]([C:3]([OH:4])=[O:2])[CH2:10][CH2:9]2)(=[O:14])=[O:15])=[CH:21][CH:20]=1. The reactants are C[O:2][C:3]([C@H:5]1[CH2:10][CH2:9][C@H:8]([CH2:11][NH:12][S:13]([C:16]2[CH:21]=[CH:20][C:19]([C:22]([F:25])([F:24])[F:23])=[CH:18][CH:17]=2)(=[O:15])=[O:14])[CH2:7][CH2:6]1)=[O:4].[OH-].[K+].Cl. The yield is 0.950. (3) The product is [CH3:18][C:17]1[O:6][C@H:5]([C:7]([O:9][CH2:10][CH3:11])=[O:8])[C@H:4]([CH2:1][CH2:2][CH3:3])[N:19]=1. The reactants are [CH2:1]([C@H:4]1[O:6][C@@H:5]1[C:7]([O:9][CH2:10][CH3:11])=[O:8])[CH2:2][CH3:3].C(=O)([O-])O.[Na+].[C:17](#[N:19])[CH3:18]. The yield is 0.650. No catalyst specified.